From a dataset of Full USPTO retrosynthesis dataset with 1.9M reactions from patents (1976-2016). Predict the reactants needed to synthesize the given product. (1) Given the product [CH3:4][O:5][C:6]1[CH:7]=[C:8]([C:16](=[N:2][NH2:3])[CH:17]=[O:1])[CH:9]=[C:10]([O:14][CH3:15])[C:11]=1[O:12][CH3:13], predict the reactants needed to synthesize it. The reactants are: [OH2:1].[NH2:2][NH2:3].[CH3:4][O:5][C:6]1[CH:7]=[C:8]([C:16](=O)[CH:17]=NO)[CH:9]=[C:10]([O:14][CH3:15])[C:11]=1[O:12][CH3:13].O. (2) Given the product [CH3:16][O:17][C:18]1[CH:26]=[CH:25][CH:24]=[CH:23][C:19]=1[C:20]([C:13]1[S:12][C:11]([C:3]2[C:2]([CH3:1])=[C:6]([C:7]([F:8])([F:10])[F:9])[O:5][N:4]=2)=[CH:15][CH:14]=1)=[O:21], predict the reactants needed to synthesize it. The reactants are: [CH3:1][C:2]1[C:3]([C:11]2[S:12][CH:13]=[CH:14][CH:15]=2)=[N:4][O:5][C:6]=1[C:7]([F:10])([F:9])[F:8].[CH3:16][O:17][C:18]1[CH:26]=[CH:25][CH:24]=[CH:23][C:19]=1[C:20](Cl)=[O:21]. (3) Given the product [Cl:1][C:2]1[CH:3]=[C:4]([F:31])[C:5]([C:25]2[N:29]=[C:28]([CH3:30])[O:27][N:26]=2)=[C:6]([C:8]2[CH:9]=[C:10]3[C:14](=[CH:15][CH:16]=2)[C@@H:13]([NH:17][C:18]([C:20]2([NH:24][C:39]([C:37]4[O:36][N:35]=[C:34]([O:33][CH3:32])[CH:38]=4)=[O:40])[CH2:21][O:22][CH2:23]2)=[O:19])[CH2:12][CH2:11]3)[CH:7]=1, predict the reactants needed to synthesize it. The reactants are: [Cl:1][C:2]1[CH:3]=[C:4]([F:31])[C:5]([C:25]2[N:29]=[C:28]([CH3:30])[O:27][N:26]=2)=[C:6]([C:8]2[CH:9]=[C:10]3[C:14](=[CH:15][CH:16]=2)[C@@H:13]([NH:17][C:18]([C:20]2([NH2:24])[CH2:23][O:22][CH2:21]2)=[O:19])[CH2:12][CH2:11]3)[CH:7]=1.[CH3:32][O:33][C:34]1[CH:38]=[C:37]([C:39](O)=[O:40])[O:36][N:35]=1. (4) Given the product [CH3:12][O:5][C:4](=[O:6])[C:3]1[CH:7]=[CH:8][C:9]([Cl:11])=[N:10][C:2]=1[Cl:1], predict the reactants needed to synthesize it. The reactants are: [Cl:1][C:2]1[N:10]=[C:9]([Cl:11])[CH:8]=[CH:7][C:3]=1[C:4]([OH:6])=[O:5].[C:12](=O)([O-])[O-].[K+].[K+].COS(OC)(=O)=O. (5) Given the product [F:14][C:2]([F:1])([F:15])[C:3]1[CH:4]=[N:5][C:6]2[CH:7]=[CH:8][NH:9][C:10](=[O:13])[C:11]=2[CH:12]=1, predict the reactants needed to synthesize it. The reactants are: [F:1][C:2]([F:15])([F:14])[C:3]1[CH:4]=[N:5][C:6]2[CH2:7][CH2:8][NH:9][C:10](=[O:13])[C:11]=2[CH:12]=1.ClC1C(=O)C(C#N)=C(C#N)C(=O)C=1Cl. (6) Given the product [OH:33][CH2:32][C@H:3]([N:4]1[C:12]([C:13]2[CH:18]=[CH:17][CH:16]=[CH:15][CH:14]=2)=[C:11]2[C:6]([N:7]([CH3:22])[C:8](=[O:21])[N:9]([CH3:20])[C:10]2=[O:19])=[CH:5]1)[CH3:2], predict the reactants needed to synthesize it. The reactants are: N[CH2:2][CH2:3][N:4]1[C:12]([C:13]2[CH:18]=[CH:17][CH:16]=[CH:15][CH:14]=2)=[C:11]2[C:6]([N:7]([CH3:22])[C:8](=[O:21])[N:9]([CH3:20])[C:10]2=[O:19])=[CH:5]1.C(N(CC)CC)C.N[C@H](C)[CH2:32][OH:33]. (7) Given the product [NH:1]1[CH:5]=[CH:4][CH:3]=[N:2]1.[Li+:6].[C:18]([S:15]([N-:14][S:11]([C:7]([F:10])([F:9])[F:8])(=[O:13])=[O:12])(=[O:16])=[O:17])([F:20])([F:19])[F:21], predict the reactants needed to synthesize it. The reactants are: [NH:1]1[CH:5]=[CH:4][CH:3]=[N:2]1.[Li+:6].[C:7]([S:11]([N-:14][S:15]([C:18]([F:21])([F:20])[F:19])(=[O:17])=[O:16])(=[O:13])=[O:12])([F:10])([F:9])[F:8].